Dataset: Full USPTO retrosynthesis dataset with 1.9M reactions from patents (1976-2016). Task: Predict the reactants needed to synthesize the given product. (1) Given the product [C:21]([C:13]1[C:14]2[CH:20]=[CH:19][CH:18]=[N:17][C:15]=2[N:16]=[C:11]([C:8]2[CH:9]=[CH:10][C:5]([Cl:4])=[C:6]([O:27][CH3:28])[C:7]=2[F:26])[N:12]=1)([OH:1])=[O:22], predict the reactants needed to synthesize it. The reactants are: [O:1]=[O+][O-].[Cl:4][C:5]1[CH:10]=[CH:9][C:8]([C:11]2[N:12]=[C:13]([C:21]3[O:22]C=CC=3)[C:14]3[CH:20]=[CH:19][CH:18]=[N:17][C:15]=3[N:16]=2)=[C:7]([F:26])[C:6]=1[O:27][CH3:28]. (2) Given the product [CH2:7]([N:14]1[CH2:23][CH2:22][C:21]2[N:20]=[C:19]([O:4][CH:1]([CH3:3])[CH3:2])[CH:18]=[CH:17][C:16]=2[CH2:15]1)[C:8]1[CH:9]=[CH:10][CH:11]=[CH:12][CH:13]=1, predict the reactants needed to synthesize it. The reactants are: [CH:1]([OH:4])([CH3:3])[CH3:2].[H-].[Na+].[CH2:7]([N:14]1[CH2:23][CH2:22][C:21]2[N:20]=[C:19](Cl)[CH:18]=[CH:17][C:16]=2[CH2:15]1)[C:8]1[CH:13]=[CH:12][CH:11]=[CH:10][CH:9]=1.O. (3) Given the product [CH:1]([C:3]1[C:20]([OH:21])=[CH:19][CH:18]=[CH:17][C:4]=1[O:5][CH2:6][C@H:7]1[CH2:12][CH2:11][CH2:10][C@@H:9]([C:13]([OH:15])=[O:14])[CH2:8]1)=[O:2], predict the reactants needed to synthesize it. The reactants are: [CH:1]([C:3]1[C:20]([OH:21])=[CH:19][CH:18]=[CH:17][C:4]=1[O:5][CH2:6][C@@H:7]1[CH2:12][CH2:11][CH2:10][C@H:9]([C:13]([O:15]C)=[O:14])[CH2:8]1)=[O:2].[OH-].[Na+].Cl. (4) Given the product [C:1]([O:5][C:6]([N:8]1[CH2:13][CH2:12][CH:11]([CH:14]=[CH:15][C:16]2[O:17][C:18]3[CH:24]=[CH:23][C:22]([S:25]([CH3:26])=[O:35])=[CH:21][C:19]=3[CH:20]=2)[CH2:10][CH2:9]1)=[O:7])([CH3:4])([CH3:3])[CH3:2], predict the reactants needed to synthesize it. The reactants are: [C:1]([O:5][C:6]([N:8]1[CH2:13][CH2:12][CH:11]([CH:14]=[CH:15][C:16]2[O:17][C:18]3[CH:24]=[CH:23][C:22]([S:25][CH3:26])=[CH:21][C:19]=3[CH:20]=2)[CH2:10][CH2:9]1)=[O:7])([CH3:4])([CH3:3])[CH3:2].C1C=C(Cl)C=C(C(OO)=[O:35])C=1.C([O-])(O)=O.[Na+]. (5) Given the product [C:24]1([CH2:30][C:31]([NH:2][CH:3]([CH:7]([C:8]2[CH:9]=[CH:10][C:11]([F:14])=[CH:12][CH:13]=2)[C:15]2[CH:16]=[CH:17][C:18]([F:21])=[CH:19][CH:20]=2)[C:4]([OH:6])=[O:5])=[O:32])[CH:29]=[CH:28][CH:27]=[CH:26][CH:25]=1, predict the reactants needed to synthesize it. The reactants are: Cl.[NH2:2][CH:3]([CH:7]([C:15]1[CH:20]=[CH:19][C:18]([F:21])=[CH:17][CH:16]=1)[C:8]1[CH:13]=[CH:12][C:11]([F:14])=[CH:10][CH:9]=1)[C:4]([OH:6])=[O:5].[OH-].[Na+].[C:24]1([CH2:30][C:31](Cl)=[O:32])[CH:29]=[CH:28][CH:27]=[CH:26][CH:25]=1.Cl. (6) Given the product [C:34]([O:33][C:31](=[O:32])[CH2:1][N:8]1[CH2:12][C@@H:11]([CH2:13][C:14]([F:15])([F:16])[F:17])[C@H:10]([C:18]([O:20][CH2:21][CH3:22])=[O:19])[CH2:9]1)([CH3:35])([CH3:36])[CH3:37], predict the reactants needed to synthesize it. The reactants are: [CH2:1]([N:8]1[CH2:12][C@@H:11]([CH2:13][C:14]([F:17])([F:16])[F:15])[C@H:10]([C:18]([O:20][CH2:21][CH3:22])=[O:19])[CH2:9]1)C1C=CC=CC=1.[CH3:35][C:34]([O:33][C:31](O[C:31]([O:33][C:34]([CH3:37])([CH3:36])[CH3:35])=[O:32])=[O:32])([CH3:37])[CH3:36]. (7) Given the product [F:1][C:2]1[CH:3]=[CH:4][C:5]([N:8]([C:9]2[O:10][C:11](/[CH:14]=[CH:15]/[C:16]3[CH:21]=[CH:20][C:19]([N:22]4[CH:26]=[C:25]([CH3:27])[N:24]=[CH:23]4)=[C:18]([O:28][CH3:29])[CH:17]=3)=[N:12][N:13]=2)[C:30](=[O:33])[CH:31]=[CH2:32])=[CH:6][CH:7]=1, predict the reactants needed to synthesize it. The reactants are: [F:1][C:2]1[CH:7]=[CH:6][C:5]([NH:8][C:9]2[O:10][C:11](/[CH:14]=[CH:15]/[C:16]3[CH:21]=[CH:20][C:19]([N:22]4[CH:26]=[C:25]([CH3:27])[N:24]=[CH:23]4)=[C:18]([O:28][CH3:29])[CH:17]=3)=[N:12][N:13]=2)=[CH:4][CH:3]=1.[C:30](Cl)(=[O:33])[CH:31]=[CH2:32].CN(C=O)C.C(#N)C.